This data is from Retrosynthesis with 50K atom-mapped reactions and 10 reaction types from USPTO. The task is: Predict the reactants needed to synthesize the given product. Given the product CCOC(=O)C1(C(=O)NCc2ccccc2)CC(=O)N(Cc2ccccc2)C1, predict the reactants needed to synthesize it. The reactants are: CCOC(=O)C1(C(=O)[O-])CC(=O)N(Cc2ccccc2)C1.NCc1ccccc1.